Dataset: Forward reaction prediction with 1.9M reactions from USPTO patents (1976-2016). Task: Predict the product of the given reaction. (1) Given the reactants [Cl:1][C:2]1[CH:3]=[CH:4][C:5]([O:21][C:22]2[CH:27]=[CH:26][C:25]([F:28])=[CH:24][CH:23]=2)=[C:6]([CH:20]=1)[C:7]([NH:9][CH2:10][C:11]1[CH:19]=[CH:18][C:14]([C:15](O)=O)=[CH:13][CH:12]=1)=[O:8].Cl.[N:30]1[NH:31][N:32]=[N:33]C=1C1C=CC(CN)=CC=1, predict the reaction product. The product is: [Cl:1][C:2]1[CH:3]=[CH:4][C:5]([O:21][C:22]2[CH:27]=[CH:26][C:25]([F:28])=[CH:24][CH:23]=2)=[C:6]([CH:20]=1)[C:7]([NH:9][CH2:10][C:11]1[CH:19]=[CH:18][C:14]([C:15]2[N:30]=[N:31][NH:32][N:33]=2)=[CH:13][CH:12]=1)=[O:8]. (2) Given the reactants I[C:2]1[CH:7]=[CH:6][CH:5]=[CH:4][C:3]=1[CH3:8].[CH2:9]([O:13][C:14](=[O:17])[CH:15]=[CH2:16])[CH2:10][CH2:11][CH3:12], predict the reaction product. The product is: [CH3:8][C:3]1[CH:4]=[CH:5][CH:6]=[CH:7][C:2]=1/[CH:16]=[CH:15]/[C:14]([O:13][CH2:9][CH2:10][CH2:11][CH3:12])=[O:17]. (3) Given the reactants [N+:1]([C:4]1[CH:5]=[C:6]([CH:11]=[C:12]([C:14]2[CH:19]=[CH:18][N:17]=[CH:16][CH:15]=2)[CH:13]=1)[C:7]([O:9][CH3:10])=[O:8])([O-])=O, predict the reaction product. The product is: [NH2:1][C:4]1[CH:5]=[C:6]([CH:11]=[C:12]([C:14]2[CH:19]=[CH:18][N:17]=[CH:16][CH:15]=2)[CH:13]=1)[C:7]([O:9][CH3:10])=[O:8]. (4) Given the reactants [Cl:1][C:2]1[CH:7]=[CH:6][C:5]([S:8]([CH2:11][C:12](O)=O)(=[O:10])=[O:9])=[CH:4][CH:3]=1.[CH3:15][O:16][C:17]1[CH:24]=[CH:23][C:20](C=O)=[CH:19][CH:18]=1, predict the reaction product. The product is: [Cl:1][C:2]1[CH:3]=[CH:4][C:5]([S:8](/[CH:11]=[CH:12]/[C:20]2[CH:23]=[CH:24][C:17]([O:16][CH3:15])=[CH:18][CH:19]=2)(=[O:9])=[O:10])=[CH:6][CH:7]=1.